From a dataset of Forward reaction prediction with 1.9M reactions from USPTO patents (1976-2016). Predict the product of the given reaction. Given the reactants [Br:1][CH:2]([Br:4])Br.CC(C)([O-])C.[K+].C1(P(C2C=CC=CC=2)C2C=CC=CC=2)C=CC=CC=1.O=[CH:31][CH2:32][CH:33]1[CH2:38][CH2:37][N:36]([C:39]([O:41][C:42]([CH3:45])([CH3:44])[CH3:43])=[O:40])[CH2:35][CH2:34]1, predict the reaction product. The product is: [Br:1][C:2]([Br:4])=[CH:31][CH2:32][CH:33]1[CH2:34][CH2:35][N:36]([C:39]([O:41][C:42]([CH3:43])([CH3:45])[CH3:44])=[O:40])[CH2:37][CH2:38]1.